Dataset: Catalyst prediction with 721,799 reactions and 888 catalyst types from USPTO. Task: Predict which catalyst facilitates the given reaction. Reactant: C([Li])(C)(C)C.[CH3:6][C:7]1[CH:8]=[C:9]([C:14]2[CH:19]=[CH:18][CH:17]=[CH:16][CH:15]=2)[CH:10]=[C:11]([CH3:13])[CH:12]=1.C[O:21][B:22](OC)[O:23]C.Cl. Product: [CH3:10][CH2:9][CH2:8][CH:7]([CH3:12])[CH3:6].[CH3:6][C:7]1[C:12]([B:22]([OH:23])[OH:21])=[C:11]([CH3:13])[CH:10]=[C:9]([C:14]2[CH:19]=[CH:18][CH:17]=[CH:16][CH:15]=2)[CH:8]=1. The catalyst class is: 7.